From a dataset of Full USPTO retrosynthesis dataset with 1.9M reactions from patents (1976-2016). Predict the reactants needed to synthesize the given product. (1) Given the product [F:12][C:8]1[CH:7]=[C:6]([C@@H:2]2[NH:1][C:15](=[O:14])[C@H:16]([CH2:18][CH:19]([CH3:21])[CH3:20])[NH:17][CH2:3]2)[CH:11]=[CH:10][CH:9]=1, predict the reactants needed to synthesize it. The reactants are: [NH2:1][C@@H:2]([C:6]1[CH:11]=[CH:10][CH:9]=[C:8]([F:12])[CH:7]=1)[C:3](O)=O.C[O:14][C:15](=O)[C@H:16]([CH2:18][CH:19]([CH3:21])[CH3:20])[NH2:17].C([C@@H]1NC[C@H](CC(C)C)NC1=O)C(C)C. (2) Given the product [C:1]([O:5][C:6](=[O:28])[NH:7][CH2:8][C:9]1[CH:14]=[C:13]([O:15][C:16]2[CH:24]=[CH:23][C:19]3[CH2:20][CH2:21][O:22][C:18]=3[CH:17]=2)[CH:12]=[CH:11][C:10]=1[NH2:25])([CH3:4])([CH3:2])[CH3:3], predict the reactants needed to synthesize it. The reactants are: [C:1]([O:5][C:6](=[O:28])[NH:7][CH2:8][C:9]1[CH:14]=[C:13]([O:15][C:16]2[CH:24]=[CH:23][C:19]3[CH2:20][CH2:21][O:22][C:18]=3[CH:17]=2)[CH:12]=[CH:11][C:10]=1[N+:25]([O-])=O)([CH3:4])([CH3:3])[CH3:2].[Cl-].[NH4+].C(O)C. (3) Given the product [Br:1][C:2]1[CH:7]=[CH:6][C:5]([C:8]2([C:11]([OH:21])=[O:13])[CH2:10][CH2:9]2)=[CH:4][CH:3]=1, predict the reactants needed to synthesize it. The reactants are: [Br:1][C:2]1[CH:7]=[CH:6][C:5]([C:8]2([C:11]#N)[CH2:10][CH2:9]2)=[CH:4][CH:3]=1.[OH-:13].[Na+].ClCCl.Cl.C([OH:21])C. (4) Given the product [C:27]([O:1][CH2:2][CH:3]1[S:8][CH2:7][CH2:6][CH2:5][S:4]1)(=[O:31])[C:28]([CH3:30])=[CH2:29], predict the reactants needed to synthesize it. The reactants are: [OH:1][CH2:2][CH:3]1[S:8][CH2:7][CH2:6][CH2:5][S:4]1.C(C1SCCCS1)(OCC)=O.C(N(CC)CC)C.[C:27](Cl)(=[O:31])[C:28]([CH3:30])=[CH2:29]. (5) Given the product [CH3:1][O:2][C:3]1[CH:8]=[CH:7][CH:6]=[CH:5][C:4]=1[CH:9]1[CH2:13][CH2:12][CH2:11][C:10]1=[O:14], predict the reactants needed to synthesize it. The reactants are: [CH3:1][O:2][C:3]1[CH:8]=[CH:7][CH:6]=[CH:5][C:4]=1[CH:9]1[CH2:13][CH2:12][CH2:11][CH:10]1[OH:14].CC(C)=O.OS(O)(=O)=O.O=[Cr](=O)=O.C(O)(C)C. (6) Given the product [CH:32]1([NH:30][CH2:2][C:3]2[O:7][C:6]([C:8]3[CH:13]=[CH:12][C:11]([C:14]4[C:19]([CH3:20])=[CH:18][CH:17]=[C:16]([C:21]([NH:23][CH:24]5[CH2:26][CH2:25]5)=[O:22])[CH:15]=4)=[CH:10][CH:9]=3)=[N:5][N:4]=2)[CH2:12][CH2:13][CH2:8][CH2:9][CH2:10]1, predict the reactants needed to synthesize it. The reactants are: Cl[CH2:2][C:3]1[O:7][C:6]([C:8]2[CH:13]=[CH:12][C:11]([C:14]3[C:19]([CH3:20])=[CH:18][CH:17]=[C:16]([C:21]([NH:23][CH:24]4[CH2:26][CH2:25]4)=[O:22])[CH:15]=3)=[CH:10][CH:9]=2)=[N:5][N:4]=1.[I-].[K+].C[N:30]([CH:32]=O)C.